This data is from Full USPTO retrosynthesis dataset with 1.9M reactions from patents (1976-2016). The task is: Predict the reactants needed to synthesize the given product. (1) Given the product [CH3:18][S:19]([O:16][CH2:15][CH:14]1[N:9]2[C:10]3[C:11](=[C:2]([F:1])[CH:3]=[N:4][C:5]=3[CH:6]=[CH:7][C:8]2=[O:17])[CH2:12][CH2:13]1)(=[O:21])=[O:20], predict the reactants needed to synthesize it. The reactants are: [F:1][C:2]1[CH:3]=[N:4][C:5]2[CH:6]=[CH:7][C:8](=[O:17])[N:9]3[CH:14]([CH2:15][OH:16])[CH2:13][CH2:12][C:11]=1[C:10]=23.[CH3:18][S:19]([O-])(=[O:21])=[O:20]. (2) Given the product [CH:1]1([N:31]2[C:32]3[C:28](=[C:27]([N+:24]([O-:26])=[O:25])[CH:35]=[CH:34][CH:33]=3)[CH:29]=[CH:30]2)[CH2:3][CH2:2]1, predict the reactants needed to synthesize it. The reactants are: [CH:1]1(B(O)O)[CH2:3][CH2:2]1.C(=O)(O)[O-].[Na+].N1C=CC=CC=1C1C=CC=CN=1.[N+:24]([C:27]1[CH:35]=[CH:34][CH:33]=[C:32]2[C:28]=1[CH:29]=[CH:30][NH:31]2)([O-:26])=[O:25]. (3) The reactants are: Cl.[NH:2]1[CH2:5][CH:4]([C:6]2[C:11]([Cl:12])=[N:10][CH:9]=[CH:8][N:7]=2)[CH2:3]1.Cl[C:14]1[N:23]=[CH:22][C:21]2[C:16](=[CH:17][CH:18]=[CH:19][CH:20]=2)[N:15]=1.C(=O)([O-])[O-].[Cs+].[Cs+]. Given the product [Cl:12][C:11]1[C:6]([CH:4]2[CH2:5][N:2]([C:14]3[N:23]=[CH:22][C:21]4[C:16](=[CH:17][CH:18]=[CH:19][CH:20]=4)[N:15]=3)[CH2:3]2)=[N:7][CH:8]=[CH:9][N:10]=1, predict the reactants needed to synthesize it.